Dataset: Peptide-MHC class II binding affinity with 134,281 pairs from IEDB. Task: Regression. Given a peptide amino acid sequence and an MHC pseudo amino acid sequence, predict their binding affinity value. This is MHC class II binding data. (1) The peptide sequence is AAADAGTTVYGAFAA. The MHC is HLA-DPA10103-DPB10401 with pseudo-sequence HLA-DPA10103-DPB10401. The binding affinity (normalized) is 0.0987. (2) The peptide sequence is IAFFRKEPLKECGGI. The MHC is HLA-DQA10501-DQB10301 with pseudo-sequence HLA-DQA10501-DQB10301. The binding affinity (normalized) is 0.233. (3) The peptide sequence is YDKFLANVSTVLKGK. The MHC is DRB1_0802 with pseudo-sequence DRB1_0802. The binding affinity (normalized) is 0.770. (4) The peptide sequence is TGSDGKTTWCSQTSY. The MHC is DRB1_0101 with pseudo-sequence DRB1_0101. The binding affinity (normalized) is 0.0712. (5) The peptide sequence is IHLLNSNALLRALRL. The MHC is DRB1_0401 with pseudo-sequence DRB1_0401. The binding affinity (normalized) is 0.562. (6) The peptide sequence is DIYNYMEPYVSKVDP. The MHC is HLA-DQA10104-DQB10503 with pseudo-sequence HLA-DQA10104-DQB10503. The binding affinity (normalized) is 0.363. (7) The peptide sequence is LSQLQTYMIQFDQYI. The MHC is DRB1_0802 with pseudo-sequence DRB1_0802. The binding affinity (normalized) is 0.491. (8) The peptide sequence is GIVEQCCTSI. The MHC is DRB1_0405 with pseudo-sequence DRB1_0405. The binding affinity (normalized) is 0.